This data is from Reaction yield outcomes from USPTO patents with 853,638 reactions. The task is: Predict the reaction yield, written as a fraction of the theoretical maximum amount of product (1.0 means a 100% yield; for example, 0.34 means a 34% yield). (1) The reactants are [CH2:1]([Sn:9](=[O:18])[CH2:10][CH2:11][CH2:12][CH2:13][CH2:14][CH2:15][CH2:16][CH3:17])[CH2:2][CH2:3][CH2:4][CH2:5][CH2:6][CH2:7][CH3:8].[CH2:19]([CH:21]([CH2:24][CH3:25])[CH2:22][OH:23])[CH3:20]. No catalyst specified. The product is [CH2:1]([Sn:9]([CH2:10][CH2:11][CH2:12][CH2:13][CH2:14][CH2:15][CH2:16][CH3:17])([O:23][CH2:22][CH:21]([CH2:24][CH3:25])[CH2:19][CH3:20])[O:18][Sn:9]([CH2:10][CH2:11][CH2:12][CH2:13][CH2:14][CH2:15][CH2:16][CH3:17])([CH2:1][CH2:2][CH2:3][CH2:4][CH2:5][CH2:6][CH2:7][CH3:8])[O:23][CH2:22][CH:21]([CH2:24][CH3:25])[CH2:19][CH3:20])[CH2:2][CH2:3][CH2:4][CH2:5][CH2:6][CH2:7][CH3:8]. The yield is 0.990. (2) The reactants are C([O:3][C:4]([C:6]1[S:7][C:8]([CH:11]([O:13][C:14]2[CH:19]=[C:18]([CH3:20])[C:17]([C:21]3[CH:26]=[CH:25][C:24]([C:27]([CH3:30])([CH3:29])[CH3:28])=[CH:23][CH:22]=3)=[C:16]([CH3:31])[CH:15]=2)[CH3:12])=[CH:9][CH:10]=1)=[O:5])C.[OH-].[Li+].Cl. The catalyst is C1COCC1. The product is [C:27]([C:24]1[CH:23]=[CH:22][C:21]([C:17]2[C:18]([CH3:20])=[CH:19][C:14]([O:13][CH:11]([C:8]3[S:7][C:6]([C:4]([OH:5])=[O:3])=[CH:10][CH:9]=3)[CH3:12])=[CH:15][C:16]=2[CH3:31])=[CH:26][CH:25]=1)([CH3:30])([CH3:28])[CH3:29]. The yield is 0.980. (3) The reactants are [C:1]([O:5][C:6]([CH:8]1[CH2:16][CH:15]2[CH:10]([CH2:11][CH2:12][CH2:13][CH2:14]2)[N:9]1[C:17](=[O:44])[CH:18]([NH:23][C:24](=[O:43])[CH:25]([NH:32]C(OCC1C=CC=CC=1)=O)[CH:26]1[CH2:31][CH2:30][CH2:29][CH2:28][CH2:27]1)[C:19]([CH3:22])([CH3:21])[CH3:20])=[O:7])([CH3:4])([CH3:3])[CH3:2]. The catalyst is CCO.[OH-].[OH-].[Pd+2]. The product is [C:1]([O:5][C:6]([CH:8]1[CH2:16][CH:15]2[CH:10]([CH2:11][CH2:12][CH2:13][CH2:14]2)[N:9]1[C:17](=[O:44])[CH:18]([NH:23][C:24](=[O:43])[CH:25]([NH2:32])[CH:26]1[CH2:27][CH2:28][CH2:29][CH2:30][CH2:31]1)[C:19]([CH3:22])([CH3:21])[CH3:20])=[O:7])([CH3:2])([CH3:3])[CH3:4]. The yield is 1.00. (4) The product is [C:1]([O:5][C:6]([N:8]1[C@H:12]([CH:13]([F:23])[CH:14]=[CH2:15])[CH2:11][O:10][C:9]1([CH3:21])[CH3:20])=[O:7])([CH3:4])([CH3:3])[CH3:2]. The yield is 0.720. The reactants are [C:1]([O:5][C:6]([N:8]1[C@H:12]([CH:13]=[CH:14][CH2:15][Si](C)(C)C)[CH2:11][O:10][C:9]1([CH3:21])[CH3:20])=[O:7])([CH3:4])([CH3:3])[CH3:2].[B-](F)(F)(F)[F:23].[B-](F)(F)(F)F.C1[N+]2(CCl)CC[N+](F)(CC2)C1.C([O-])(O)=O.[Na+]. The catalyst is C(#N)C. (5) The reactants are [CH3:1][O:2][C:3]([C:5]1[S:6][C:7]([C:23]2[CH:28]=[CH:27][CH:26]=[CH:25][CH:24]=2)=[CH:8][C:9]=1[NH:10][S:11]([C:14]1[CH:19]=[C:18]([CH3:20])[C:17]([Cl:21])=[CH:16][C:15]=1[CH3:22])(=[O:13])=[O:12])=[O:4].[I:29][C:30]1[CH:31]=[C:32]([CH:35]=[CH:36][CH:37]=1)[CH2:33]Br.C(=O)([O-])[O-].[Cs+].[Cs+]. The catalyst is CN(C=O)C. The product is [CH3:1][O:2][C:3]([C:5]1[S:6][C:7]([C:23]2[CH:28]=[CH:27][CH:26]=[CH:25][CH:24]=2)=[CH:8][C:9]=1[N:10]([S:11]([C:14]1[CH:19]=[C:18]([CH3:20])[C:17]([Cl:21])=[CH:16][C:15]=1[CH3:22])(=[O:13])=[O:12])[CH2:33][C:32]1[CH:35]=[CH:36][CH:37]=[C:30]([I:29])[CH:31]=1)=[O:4]. The yield is 0.870. (6) The reactants are [Si:1]([O:8][CH:9]([C:14]1[CH:19]=[CH:18][C:17]([N:20]([CH2:26][CH2:27][C:28](OCC)=[O:29])[C:21](=[O:25])[CH2:22][C:23]#[N:24])=[CH:16][CH:15]=1)[C:10]([CH3:13])([CH3:12])[CH3:11])([C:4]([CH3:7])([CH3:6])[CH3:5])([CH3:3])[CH3:2].N12CCCN=C1CCCCC2. The catalyst is CO. The product is [Si:1]([O:8][CH:9]([C:14]1[CH:15]=[CH:16][C:17]([N:20]2[CH2:26][CH2:27][C:28]([OH:29])=[C:22]([C:23]#[N:24])[C:21]2=[O:25])=[CH:18][CH:19]=1)[C:10]([CH3:11])([CH3:13])[CH3:12])([C:4]([CH3:7])([CH3:5])[CH3:6])([CH3:3])[CH3:2]. The yield is 0.220. (7) No catalyst specified. The reactants are N[C:2]1[CH:7]=[CH:6][C:5]([CH2:8][CH2:9][CH2:10][C:11]#[N:12])=[C:4]([F:13])[CH:3]=1.[C:14]1(=O)[CH2:17][CH2:16][CH2:15]1.C[Si]([C:23]#[N:24])(C)C.[C:25](OCC)(=O)C. The yield is 0.920. The product is [C:11]([CH2:10][CH2:9][CH2:8][C:5]1[CH:6]=[CH:7][C:2]([CH2:25][C:14]2([C:23]#[N:24])[CH2:17][CH2:16][CH2:15]2)=[CH:3][C:4]=1[F:13])#[N:12]. (8) The reactants are [NH2:1][CH2:2][CH2:3][C:4]#[N:5].Br[CH2:7][CH2:8][CH2:9][CH2:10][CH:11]=[CH2:12].[I-].[Na+].C(=O)([O-])[O-].[K+].[K+]. The catalyst is C(OCC)C.CN(C)C=O. The product is [CH2:7]([N:5]([CH2:12][CH2:11][CH2:10][CH2:9][CH:8]=[CH2:7])[CH2:4][CH2:3][C:2]#[N:1])[CH2:8][CH2:9][CH2:10][CH:11]=[CH2:12]. The yield is 0.660. (9) The reactants are [N+:1]([C:4]1[CH:13]=[C:12]2[C:7]([CH2:8][C@@H:9]([C:14]([NH:16][C@H:17]3[C:26]4[C:21](=[CH:22][CH:23]=[CH:24][CH:25]=4)[CH2:20][CH2:19][CH2:18]3)=[O:15])[NH:10][CH2:11]2)=[CH:6][CH:5]=1)([O-:3])=[O:2].[C:27]([O:31][C:32]([NH:34][C@@H:35]([C:39]([CH3:42])([CH3:41])[CH3:40])[C:36](O)=[O:37])=[O:33])([CH3:30])([CH3:29])[CH3:28]. No catalyst specified. The product is [CH3:40][C:39]([CH3:42])([CH3:41])[C@H:35]([NH:34][C:32](=[O:33])[O:31][C:27]([CH3:30])([CH3:29])[CH3:28])[C:36]([N:10]1[C@H:9]([C:14](=[O:15])[NH:16][C@H:17]2[C:26]3[C:21](=[CH:22][CH:23]=[CH:24][CH:25]=3)[CH2:20][CH2:19][CH2:18]2)[CH2:8][C:7]2[C:12](=[CH:13][C:4]([N+:1]([O-:3])=[O:2])=[CH:5][CH:6]=2)[CH2:11]1)=[O:37]. The yield is 0.980.